This data is from Peptide-MHC class I binding affinity with 185,985 pairs from IEDB/IMGT. The task is: Regression. Given a peptide amino acid sequence and an MHC pseudo amino acid sequence, predict their binding affinity value. This is MHC class I binding data. (1) The peptide sequence is DCIMTSYQY. The MHC is HLA-A30:02 with pseudo-sequence HLA-A30:02. The binding affinity (normalized) is 0.578. (2) The peptide sequence is ILSKWHTSAR. The MHC is HLA-A11:01 with pseudo-sequence HLA-A11:01. The binding affinity (normalized) is 0.245. (3) The peptide sequence is SFLRKIGDK. The MHC is HLA-A68:01 with pseudo-sequence HLA-A68:01. The binding affinity (normalized) is 0.0331. (4) The peptide sequence is NIVTFINDY. The MHC is HLA-A31:01 with pseudo-sequence HLA-A31:01. The binding affinity (normalized) is 0.114. (5) The peptide sequence is YDPVLMFLLF. The MHC is Mamu-A02 with pseudo-sequence Mamu-A02. The binding affinity (normalized) is 0.421.